Task: Predict the reaction yield, written as a fraction of the theoretical maximum amount of product (1.0 means a 100% yield; for example, 0.34 means a 34% yield).. Dataset: Reaction yield outcomes from USPTO patents with 853,638 reactions The catalyst is O1CCOCC1.C([O-])(=O)C.[Pd+2].C([O-])(=O)C. The product is [CH3:12][C:13]1[CH:19]=[C:18]([CH3:20])[CH:17]=[CH:16][C:14]=1[NH:15][C:2]1[CH:11]=[CH:10][C:9]2[C:4](=[CH:5][CH:6]=[CH:7][CH:8]=2)[CH:3]=1. The yield is 1.19. The reactants are Br[C:2]1[CH:11]=[CH:10][C:9]2[C:4](=[CH:5][CH:6]=[CH:7][CH:8]=2)[CH:3]=1.[CH3:12][C:13]1[CH:19]=[C:18]([CH3:20])[CH:17]=[CH:16][C:14]=1[NH2:15].C(=O)([O-])[O-].[Cs+].[Cs+].C1C=CC(P(C2C(C3C(P(C4C=CC=CC=4)C4C=CC=CC=4)=CC=C4C=3C=CC=C4)=C3C(C=CC=C3)=CC=2)C2C=CC=CC=2)=CC=1.